Dataset: Forward reaction prediction with 1.9M reactions from USPTO patents (1976-2016). Task: Predict the product of the given reaction. (1) Given the reactants N[C:2]1[CH:3]=[CH:4][C:5]2[C:11]3[C:12]([O:20][CH3:21])=[C:13]([O:18][CH3:19])[C:14]([O:16][CH3:17])=[CH:15][C:10]=3[CH2:9][CH2:8][C@H:7]([NH:22][C:23](=[O:25])[CH3:24])[C:6]=2[CH:26]=1.N([O-])=O.[Na+].[Cl-:31], predict the reaction product. The product is: [Cl:31][C:2]1[CH:3]=[CH:4][C:5]2[C:11]3[C:12]([O:20][CH3:21])=[C:13]([O:18][CH3:19])[C:14]([O:16][CH3:17])=[CH:15][C:10]=3[CH2:9][CH2:8][C@H:7]([NH:22][C:23](=[O:25])[CH3:24])[C:6]=2[CH:26]=1. (2) Given the reactants [O:1]1[C:6]2[CH:7]=[CH:8][C:9]([N:11]3[CH:15]=[C:14]([C:16]([O:18]CC)=[O:17])[N:13]=[C:12]3[C:21]3[CH:26]=[CH:25][C:24]([F:27])=[CH:23][CH:22]=3)=[CH:10][C:5]=2[O:4][CH2:3][CH2:2]1.CC(C1NC(=O)C(CCSC)NC(=O)C(NC(C(NC(C(NC(C(NC(C(N)CC(O)=O)=O)C(O)C)=O)CCSC)=O)CCCNC(N)=N)=O)CSSCC(C(NC(C(NC(C(NC(C(O)=O)C(C)C)=O)CCC(O)=O)=O)CC2C3C(=CC=CC=3)NC=2)=O)NC(=O)C2N(CCC2)C(=O)C(CCCNC(N)=N)NC(=O)C(CC2C=CC(O)=CC=2)NC(=O)C(C(C)C)NC(=O)C(CCCNC(N)=N)NC(=O)CNC1=O)C.[OH-].[Na+].Cl, predict the reaction product. The product is: [O:1]1[C:6]2[CH:7]=[CH:8][C:9]([N:11]3[CH:15]=[C:14]([C:16]([OH:18])=[O:17])[N:13]=[C:12]3[C:21]3[CH:26]=[CH:25][C:24]([F:27])=[CH:23][CH:22]=3)=[CH:10][C:5]=2[O:4][CH2:3][CH2:2]1. (3) Given the reactants [OH-].[Na+].[Cl:3][C:4]1[CH:9]=[C:8]([CH2:10][N:11]2[CH2:14][C:13]3([CH2:18][C:17]([N:19]4[CH2:24][CH2:23][C:22]([CH3:30])([C:25]([O:27]CC)=[O:26])[CH2:21][CH2:20]4)=[N:16][O:15]3)[CH2:12]2)[CH:7]=[C:6]([O:31][CH2:32][CH3:33])[C:5]=1[C:34]1[CH:39]=[CH:38][C:37]([F:40])=[CH:36][CH:35]=1, predict the reaction product. The product is: [Cl:3][C:4]1[CH:9]=[C:8]([CH2:10][N:11]2[CH2:14][C:13]3([CH2:18][C:17]([N:19]4[CH2:20][CH2:21][C:22]([CH3:30])([C:25]([OH:27])=[O:26])[CH2:23][CH2:24]4)=[N:16][O:15]3)[CH2:12]2)[CH:7]=[C:6]([O:31][CH2:32][CH3:33])[C:5]=1[C:34]1[CH:39]=[CH:38][C:37]([F:40])=[CH:36][CH:35]=1. (4) Given the reactants [CH3:1][C:2]([O:5][C:6]([O:8]C(OC(C)(C)C)=O)=O)(C)C.[CH3:16][O:17][C:18]1[CH:24]=[CH:23][CH:22]=[CH:21][C:19]=1[NH2:20].[Br:25]CCO, predict the reaction product. The product is: [Br:25][CH2:1][CH2:2][O:5][C:6](=[O:8])[NH:20][C:19]1[CH:21]=[CH:22][CH:23]=[CH:24][C:18]=1[O:17][CH3:16]. (5) The product is: [CH2:19]([O:18][C:17]1[CH:12]=[CH:13][C:14]([O:45][C:35]2[N:40]=[CH:39][C:38]([C:41](=[O:43])[CH3:42])=[CH:37][CH:36]=2)=[CH:15][CH:16]=1)[C:20]1[CH:21]=[CH:22][CH:23]=[CH:24][CH:25]=1. Given the reactants [H-].[Na+].C1(C(C2[C:16]([CH2:17][O:18][CH2:19][C:20]3[C:25](C4C(=CC=C(O)C=4)O)=[CH:24][CH:23]=[CH:22][CH:21]=3)=[CH:15][CH:14]=[CH:13][CH:12]=2)=CC(=CC=1)O)O.Cl[C:35]1[N:40]=[CH:39][C:38]([C:41](=[O:43])[CH3:42])=[CH:37][CH:36]=1.Cl.[OH2:45], predict the reaction product. (6) Given the reactants [Cl:1][C:2]1[C:3](O)=[N:4][C:5]([C:8]2[S:9][CH:10]=[CH:11][CH:12]=2)=[N:6][CH:7]=1.P(Br)(Br)([Br:16])=O.CN(C)C1C=CC=CC=1, predict the reaction product. The product is: [Br:16][C:3]1[C:2]([Cl:1])=[CH:7][N:6]=[C:5]([C:8]2[S:9][CH:10]=[CH:11][CH:12]=2)[N:4]=1.